This data is from Forward reaction prediction with 1.9M reactions from USPTO patents (1976-2016). The task is: Predict the product of the given reaction. Given the reactants [CH3:1][O:2][C:3](=[O:23])[C:4]1[CH:9]=[C:8]([C:10]2[CH:15]=[CH:14][CH:13]=[CH:12][CH:11]=2)[C:7]([OH:16])=[C:6]([C:17]2[CH:22]=[CH:21][CH:20]=[CH:19][CH:18]=2)[CH:5]=1.Br[CH2:25][C:26]([O:28][C:29]([CH3:32])([CH3:31])[CH3:30])=[O:27].C([O-])([O-])=O.[K+].[K+], predict the reaction product. The product is: [C:29]([O:28][C:26](=[O:27])[CH2:25][O:16][C:7]1[C:6]([C:17]2[CH:22]=[CH:21][CH:20]=[CH:19][CH:18]=2)=[CH:5][C:4]([C:3]([O:2][CH3:1])=[O:23])=[CH:9][C:8]=1[C:10]1[CH:15]=[CH:14][CH:13]=[CH:12][CH:11]=1)([CH3:32])([CH3:31])[CH3:30].